From a dataset of Forward reaction prediction with 1.9M reactions from USPTO patents (1976-2016). Predict the product of the given reaction. (1) Given the reactants C([Sn](CCCC)(CCCC)[C:6]([O:8]CC)=[CH2:7])CCC.Br[C:20]1[CH:21]=[CH:22][CH:23]=[C:24]2[C:29]=1[N:28]=[C:27]([N:30]([C:35]1[CH:40]=[CH:39][CH:38]=[CH:37][CH:36]=1)[C:31](=[O:34])[O:32][CH3:33])[CH:26]=[CH:25]2, predict the reaction product. The product is: [C:6]([C:20]1[CH:21]=[CH:22][CH:23]=[C:24]2[C:29]=1[N:28]=[C:27]([N:30]([C:35]1[CH:40]=[CH:39][CH:38]=[CH:37][CH:36]=1)[C:31](=[O:34])[O:32][CH3:33])[CH:26]=[CH:25]2)(=[O:8])[CH3:7]. (2) Given the reactants C(OC([N:8]1[C:16]2[C:11](=[CH:12][CH:13]=[C:14]([O:17][CH2:18][CH3:19])[CH:15]=2)[CH:10]=[C:9]1[C:20]1[CH:25]=[CH:24][C:23]([N+:26]([O-:28])=[O:27])=[CH:22][CH:21]=1)=O)(C)(C)C.C(O)(C(F)(F)F)=O, predict the reaction product. The product is: [CH2:18]([O:17][C:14]1[CH:15]=[C:16]2[C:11]([CH:10]=[C:9]([C:20]3[CH:21]=[CH:22][C:23]([N+:26]([O-:28])=[O:27])=[CH:24][CH:25]=3)[NH:8]2)=[CH:12][CH:13]=1)[CH3:19]. (3) Given the reactants [CH3:1][O:2][CH2:3][CH2:4][N:5]1[CH2:9][CH2:8][C@H:7]([NH:10]C(=O)OC(C)(C)C)[C:6]1=[O:18], predict the reaction product. The product is: [NH2:10][C@H:7]1[CH2:8][CH2:9][N:5]([CH2:4][CH2:3][O:2][CH3:1])[C:6]1=[O:18]. (4) Given the reactants [C:1]([S:14]([N:17]([CH2:22][C:23]([O:25]CC)=[O:24])[CH2:18][CH2:19][CH2:20][CH3:21])(=[O:16])=[O:15])([C:4]([C:7]([C:10]([F:13])([F:12])[F:11])([F:9])[F:8])([F:6])[F:5])([F:3])[F:2].[OH-].[K+].O, predict the reaction product. The product is: [C:1]([S:14]([N:17]([CH2:22][C:23]([OH:25])=[O:24])[CH2:18][CH2:19][CH2:20][CH3:21])(=[O:15])=[O:16])([C:4]([C:7]([C:10]([F:11])([F:13])[F:12])([F:9])[F:8])([F:6])[F:5])([F:3])[F:2]. (5) Given the reactants [Br:1][C:2]1[CH:3]=[C:4]([CH2:8][CH2:9][CH2:10][C:11](O)=[O:12])[CH:5]=[CH:6][CH:7]=1.[H]1[BH2][H][BH2]1.C1COCC1.[OH-].[Na+], predict the reaction product. The product is: [Br:1][C:2]1[CH:3]=[C:4]([CH2:8][CH2:9][CH2:10][CH2:11][OH:12])[CH:5]=[CH:6][CH:7]=1. (6) Given the reactants [Li]CCCC.Br[C:7]1[C:8]([Cl:14])=[N:9][CH:10]=[C:11]([Cl:13])[CH:12]=1.[CH:15]([C:17]1[N:24]=[CH:23][CH:22]=[CH:21][C:18]=1[CH:19]=[O:20])=[CH2:16], predict the reaction product. The product is: [Cl:14][C:8]1[C:7]([CH:19]([C:18]2[C:17]([CH:15]=[CH2:16])=[N:24][CH:23]=[CH:22][CH:21]=2)[OH:20])=[CH:12][C:11]([Cl:13])=[CH:10][N:9]=1.